Dataset: Full USPTO retrosynthesis dataset with 1.9M reactions from patents (1976-2016). Task: Predict the reactants needed to synthesize the given product. (1) Given the product [CH:1]1([C:4]2[CH:9]=[CH:8][N:7]=[CH:6][C:5]=2[N:10]2[CH2:14][CH2:13][N:12]([C:17]3[C:25]([F:26])=[CH:24][C:20]4[S:21][CH:22]=[CH:23][C:19]=4[CH:18]=3)[C:11]2=[O:15])[CH2:3][CH2:2]1, predict the reactants needed to synthesize it. The reactants are: [CH:1]1([C:4]2[CH:9]=[CH:8][N:7]=[CH:6][C:5]=2[N:10]2[CH2:14][CH2:13][NH:12][C:11]2=[O:15])[CH2:3][CH2:2]1.Br[C:17]1[C:25]([F:26])=[CH:24][C:20]2[S:21][CH:22]=[CH:23][C:19]=2[CH:18]=1.CN[C@@H]1CCCC[C@H]1NC.P([O-])([O-])([O-])=O.[K+].[K+].[K+]. (2) The reactants are: [C:1]([NH:4][C:5]1[C:14]([O:15][CH:16]2[CH2:20][CH2:19][CH2:18][CH2:17]2)=[C:13]([O:21][CH3:22])[CH:12]=[CH:11][C:6]=1[C:7]([O:9][CH3:10])=[O:8])(=[O:3])[CH3:2].Br[CH2:24][CH2:25][O:26][CH:27]1[CH2:32][CH2:31][CH2:30][CH2:29][O:28]1. Given the product [CH:16]1([O:15][C:14]2[C:5]([N:4]([CH2:24][CH2:25][O:26][CH:27]3[CH2:32][CH2:31][CH2:30][CH2:29][O:28]3)[C:1](=[O:3])[CH3:2])=[C:6]([CH:11]=[CH:12][C:13]=2[O:21][CH3:22])[C:7]([O:9][CH3:10])=[O:8])[CH2:17][CH2:18][CH2:19][CH2:20]1, predict the reactants needed to synthesize it. (3) Given the product [CH3:1][O:2][C:3](=[O:28])[C:4]([C:22]1[CH:27]=[CH:26][CH:25]=[CH:24][CH:23]=1)([CH2:12][C:13]1[C:17]2=[N:18][CH:19]=[CH:20][CH:21]=[C:16]2[NH:15][CH:14]=1)[C:5]([OH:7])=[O:6].[F:32][C:31]([F:34])([F:33])[C:29]([O-:35])=[O:30], predict the reactants needed to synthesize it. The reactants are: [CH3:1][O:2][C:3](=[O:28])[C:4]([C:22]1[CH:27]=[CH:26][CH:25]=[CH:24][CH:23]=1)([CH2:12][C:13]1[C:17]2=[N:18][CH:19]=[CH:20][CH:21]=[C:16]2[NH:15][CH:14]=1)[C:5]([O:7]C(C)(C)C)=[O:6].[C:29]([OH:35])([C:31]([F:34])([F:33])[F:32])=[O:30].C(Cl)Cl. (4) Given the product [CH3:5][O:4][C:1](=[O:3])[CH2:2][C:15](=[O:16])[N:49]([CH2:48][C:45]1[CH:44]=[C:36]([C:37](=[O:38])[NH:39][O:40][CH2:41][CH2:42][OH:43])[C:35]([NH:52][C:53]2[CH:58]=[CH:57][C:56]([I:59])=[CH:55][C:54]=2[F:60])=[C:34]([F:33])[C:46]=1[F:47])[O:50][CH3:51], predict the reactants needed to synthesize it. The reactants are: [C:1]([O:4][CH2:5]C(O)=O)(=[O:3])[CH3:2].ON1[C:15](=[O:16])C2C=CC=CC=2N=N1.Cl.CN(C)CCCN=C=NCC.[F:33][C:34]1[C:35]([NH:52][C:53]2[CH:58]=[CH:57][C:56]([I:59])=[CH:55][C:54]=2[F:60])=[C:36]([CH:44]=[C:45]([CH2:48][NH:49][O:50][CH3:51])[C:46]=1[F:47])[C:37]([NH:39][O:40][CH2:41][CH2:42][OH:43])=[O:38].C(N(CC)CC)C. (5) Given the product [CH2:18]([O:8][C:5]1[CH:6]=[CH:7][C:2]([Br:1])=[CH:3][C:4]=1[CH3:9])[CH:17]=[CH2:16], predict the reactants needed to synthesize it. The reactants are: [Br:1][C:2]1[CH:7]=[CH:6][C:5]([OH:8])=[C:4]([CH3:9])[CH:3]=1.C([O-])([O-])=O.[Cs+].[Cs+].[CH2:16](Br)[CH:17]=[CH2:18]. (6) Given the product [C:1]([C:3]1[CH:4]=[CH:5][C:6]2[NH:12][C:11](=[O:13])[C@@H:10]([NH:14][C:15](=[O:21])[C@@H:39]([N:38]([CH3:44])[C:31](=[O:32])[O:33][C:34]([CH3:36])([CH3:35])[CH3:37])[CH3:40])[C@H:9]([CH3:22])[N:8]([C:23](=[O:29])[CH2:24][S:25]([CH3:28])(=[O:26])=[O:27])[C:7]=2[CH:30]=1)#[N:2], predict the reactants needed to synthesize it. The reactants are: [C:1]([C:3]1[CH:4]=[CH:5][C:6]2[NH:12][C:11](=[O:13])[C@@H:10]([NH:14][C:15](=[O:21])OC(C)(C)C)[C@H:9]([CH3:22])[N:8]([C:23](=[O:29])[CH2:24][S:25]([CH3:28])(=[O:27])=[O:26])[C:7]=2[CH:30]=1)#[N:2].[C:31]([N:38]([CH3:44])[C@H:39](C(O)=O)[CH3:40])([O:33][C:34]([CH3:37])([CH3:36])[CH3:35])=[O:32].C(N(CC)C(C)C)(C)C.CN(C(ON1N=NC2C=CC=CC1=2)=[N+](C)C)C.F[P-](F)(F)(F)(F)F.